From a dataset of Reaction yield outcomes from USPTO patents with 853,638 reactions. Predict the reaction yield, written as a fraction of the theoretical maximum amount of product (1.0 means a 100% yield; for example, 0.34 means a 34% yield). (1) The reactants are [F:1][C:2]1[CH:7]=[CH:6][CH:5]=[C:4]([F:8])[C:3]=1[N:9]1[C:14]2[N:15]=[C:16]([NH:28][CH2:29][CH2:30][N:31]([CH3:33])[CH3:32])[N:17]=[C:18]([C:19]3[CH:20]=[C:21]([CH:25]=[CH:26][CH:27]=3)[C:22](O)=[O:23])[C:13]=2[CH2:12][NH:11][C:10]1=[O:34].[CH3:35][NH:36][CH3:37].CN(C(ON1N=NC2C=CC=NC1=2)=[N+](C)C)C.F[P-](F)(F)(F)(F)F.C(N(C(C)C)CC)(C)C. The catalyst is C(Cl)Cl.O. The product is [F:8][C:4]1[CH:5]=[CH:6][CH:7]=[C:2]([F:1])[C:3]=1[N:9]1[C:14]2[N:15]=[C:16]([NH:28][CH2:29][CH2:30][N:31]([CH3:32])[CH3:33])[N:17]=[C:18]([C:19]3[CH:20]=[C:21]([CH:25]=[CH:26][CH:27]=3)[C:22]([N:36]([CH3:37])[CH3:35])=[O:23])[C:13]=2[CH2:12][NH:11][C:10]1=[O:34]. The yield is 0.410. (2) The reactants are [OH:1][C:2]1[CH:7]=[C:6]([CH3:8])[C:5]([C:9](=[O:11])[CH3:10])=[C:4]([CH3:12])[CH:3]=1.Cl[CH2:14][CH:15]([OH:18])[CH2:16][OH:17]. The catalyst is [OH-].[Na+].O. The product is [OH:18][CH:15]([CH2:16][OH:17])[CH2:14][O:1][C:2]1[CH:3]=[C:4]([CH3:12])[C:5]([C:9](=[O:11])[CH3:10])=[C:6]([CH3:8])[CH:7]=1. The yield is 0.570. (3) The yield is 0.730. The catalyst is C(O)C.O. The reactants are [I:1][C:2]1[N:3]=[C:4]([C@@H:8]2[CH2:12][CH2:11][C@H:10]([CH3:13])[N:9]2[C:14]([O:16][C:17]([CH3:20])([CH3:19])[CH3:18])=[O:15])[NH:5][C:6]=1I.S([O-])([O-])(=O)=S.[Na+].[Na+]. The product is [I:1][C:2]1[NH:3][C:4]([C@@H:8]2[CH2:12][CH2:11][C@H:10]([CH3:13])[N:9]2[C:14]([O:16][C:17]([CH3:18])([CH3:20])[CH3:19])=[O:15])=[N:5][CH:6]=1. (4) The catalyst is FC(F)(F)C1C=CC=CC=1. The yield is 0.970. The reactants are [NH:1]1[CH2:6][CH2:5][O:4][CH2:3][CH2:2]1.CS([C:11]1[N:12]=[CH:13][C:14]2[C:19]([C:20]3[CH:25]=[CH:24][CH:23]=[CH:22][CH:21]=3)=[C:18]([C:26]3[CH:31]=[CH:30][C:29]([C:32]4([NH:36][C:37](=[O:43])[O:38][C:39]([CH3:42])([CH3:41])[CH3:40])[CH2:35][CH2:34][CH2:33]4)=[CH:28][CH:27]=3)[O:17][C:15]=2[N:16]=1)(=O)=O. The product is [O:4]1[CH2:5][CH2:6][N:1]([C:11]2[N:12]=[CH:13][C:14]3[C:19]([C:20]4[CH:21]=[CH:22][CH:23]=[CH:24][CH:25]=4)=[C:18]([C:26]4[CH:31]=[CH:30][C:29]([C:32]5([NH:36][C:37](=[O:43])[O:38][C:39]([CH3:41])([CH3:40])[CH3:42])[CH2:33][CH2:34][CH2:35]5)=[CH:28][CH:27]=4)[O:17][C:15]=3[N:16]=2)[CH2:2][CH2:3]1. (5) The reactants are [N:1]1[CH:6]=[CH:5][CH:4]=[CH:3][C:2]=1[C:7]([C:9]1[S:13][C:12]([NH2:14])=[N:11][C:10]=1[C:15]1[O:16][CH:17]=[CH:18][CH:19]=1)=[O:8].[C:20](Cl)(=[O:22])[CH3:21]. The catalyst is N1C=CC=CC=1. The product is [O:16]1[CH:17]=[CH:18][CH:19]=[C:15]1[C:10]1[N:11]=[C:12]([NH:14][C:20](=[O:22])[CH3:21])[S:13][C:9]=1[C:7]([C:2]1[CH:3]=[CH:4][CH:5]=[CH:6][N:1]=1)=[O:8]. The yield is 0.670.